From a dataset of Full USPTO retrosynthesis dataset with 1.9M reactions from patents (1976-2016). Predict the reactants needed to synthesize the given product. Given the product [CH2:19]([S:18][C:6]1[C:5]([C:3]([OH:4])=[O:2])=[C:10]([CH3:11])[N:9]=[C:8]([N:12]2[CH2:17][CH2:16][O:15][CH2:14][CH2:13]2)[N:7]=1)[CH3:20], predict the reactants needed to synthesize it. The reactants are: C[O:2][C:3]([C:5]1[C:6]([S:18][CH2:19][CH3:20])=[N:7][C:8]([N:12]2[CH2:17][CH2:16][O:15][CH2:14][CH2:13]2)=[N:9][C:10]=1[CH3:11])=[O:4].[OH-].[Na+].